This data is from Catalyst prediction with 721,799 reactions and 888 catalyst types from USPTO. The task is: Predict which catalyst facilitates the given reaction. (1) Reactant: Cl[CH2:2][C:3](Cl)=[O:4].[NH:6]([C:13]1[N:18]=[C:17]([CH2:19][NH:20][CH2:21][CH2:22][OH:23])[CH:16]=[CH:15][N:14]=1)[C:7]1[CH:12]=[CH:11][CH:10]=[CH:9][CH:8]=1.C(N(CC)CC)C.[Br-].[Na+]. Product: [NH:6]([C:13]1[N:18]=[C:17]([CH2:19][N:20]2[CH2:21][CH2:22][O:23][CH2:2][C:3]2=[O:4])[CH:16]=[CH:15][N:14]=1)[C:7]1[CH:8]=[CH:9][CH:10]=[CH:11][CH:12]=1. The catalyst class is: 2. (2) Reactant: [Li+].CC([N-]C(C)C)C.[CH2:9]([SnH:13]([CH2:18][CH2:19][CH2:20][CH3:21])[CH2:14][CH2:15][CH2:16][CH3:17])[CH2:10][CH2:11][CH3:12].C([SnH](CCCC)CCCC)CCC.[Li].Br[C:37]([C:39]([F:42])([F:41])[F:40])=[CH2:38]. Product: [CH2:18]([Sn:13]([CH2:9][CH2:10][CH2:11][CH3:12])([CH2:14][CH2:15][CH2:16][CH3:17])[C:37]([C:39]([F:42])([F:41])[F:40])=[CH2:38])[CH2:19][CH2:20][CH3:21]. The catalyst class is: 804. (3) Reactant: C([Li])CCC.Br[C:7]1[C:8]([C:18]2[CH:23]=[CH:22][CH:21]=[CH:20][CH:19]=2)=[N:9][N:10]2[C:15]([O:16][CH3:17])=[CH:14][CH:13]=[CH:12][C:11]=12.[CH:24]([C:26]1[N:31]=[C:30]([C:32]([O:34][CH3:35])=[O:33])[CH:29]=[CH:28][CH:27]=1)=[O:25].[Cl-].[NH4+]. Product: [OH:25][CH:24]([C:7]1[C:8]([C:18]2[CH:23]=[CH:22][CH:21]=[CH:20][CH:19]=2)=[N:9][N:10]2[C:15]([O:16][CH3:17])=[CH:14][CH:13]=[CH:12][C:11]=12)[C:26]1[N:31]=[C:30]([C:32]([O:34][CH3:35])=[O:33])[CH:29]=[CH:28][CH:27]=1. The catalyst class is: 188.